Dataset: Peptide-MHC class I binding affinity with 185,985 pairs from IEDB/IMGT. Task: Regression. Given a peptide amino acid sequence and an MHC pseudo amino acid sequence, predict their binding affinity value. This is MHC class I binding data. (1) The peptide sequence is SNFTSTTVK. The MHC is HLA-A26:01 with pseudo-sequence HLA-A26:01. The binding affinity (normalized) is 0. (2) The peptide sequence is IVLPEKDSW. The MHC is HLA-B15:03 with pseudo-sequence HLA-B15:03. The binding affinity (normalized) is 0. (3) The peptide sequence is VSSKKCTAL. The MHC is HLA-B15:01 with pseudo-sequence HLA-B15:01. The binding affinity (normalized) is 0.0847. (4) The peptide sequence is ETACLGKSY. The MHC is HLA-A01:01 with pseudo-sequence HLA-A01:01. The binding affinity (normalized) is 0.262. (5) The peptide sequence is IPERSWNSGY. The MHC is HLA-B35:01 with pseudo-sequence HLA-B35:01. The binding affinity (normalized) is 0.533. (6) The peptide sequence is YMTLQAVTF. The binding affinity (normalized) is 0.457. The MHC is HLA-B15:01 with pseudo-sequence HLA-B15:01. (7) The peptide sequence is IFFASFYYI. The MHC is HLA-A01:01 with pseudo-sequence HLA-A01:01. The binding affinity (normalized) is 0.337. (8) The binding affinity (normalized) is 0. The MHC is HLA-B51:01 with pseudo-sequence HLA-B51:01. The peptide sequence is IYVLVMLVL. (9) The peptide sequence is VDINRNNKF. The MHC is HLA-A02:06 with pseudo-sequence HLA-A02:06. The binding affinity (normalized) is 0.